This data is from Retrosynthesis with 50K atom-mapped reactions and 10 reaction types from USPTO. The task is: Predict the reactants needed to synthesize the given product. (1) Given the product OC[C@H](O)[C@@H](O)[C@H](O)[C@H](O)CO, predict the reactants needed to synthesize it. The reactants are: O=C[C@H](O)[C@@H](O)[C@H](O)[C@H](O)CO. (2) The reactants are: CN(c1nc(C#N)nc(N(CCOCc2ccccc2)CCO[Si](C)(C)C(C)(C)C)c1N)C1CCCC1. Given the product CN(c1nc(C#N)nc(N(CCO)CCOCc2ccccc2)c1N)C1CCCC1, predict the reactants needed to synthesize it. (3) Given the product O=c1[nH]cncc1-c1ccc(O)c(F)c1, predict the reactants needed to synthesize it. The reactants are: O=c1[nH]cncc1-c1ccc(OCc2ccccc2)c(F)c1. (4) Given the product O=C(c1ccccc1)c1cc(Cc2ccccc2)c(O)c2ccccc12, predict the reactants needed to synthesize it. The reactants are: O=C(Cl)c1ccccc1.Oc1c(Cc2ccccc2)ccc2ccccc12. (5) Given the product CC(C)(C)OC(=O)Nc1cncc(-c2ccc(-c3ccc4c(c3)CC(=O)N4)s2)c1, predict the reactants needed to synthesize it. The reactants are: CC(C)(C)OC(=O)Nc1cncc(B2OC(C)(C)C(C)(C)O2)c1.O=C1Cc2cc(-c3ccc(I)s3)ccc2N1. (6) The reactants are: C=CC(NC(C)=O)C(=O)O.NCc1ccccc1. Given the product C=CC(NC(C)=O)C(=O)NCc1ccccc1, predict the reactants needed to synthesize it. (7) Given the product Cc1cc(C)nc(N(C#N)c2ccccc2)n1, predict the reactants needed to synthesize it. The reactants are: Cc1cc(C)nc(Nc2ccccc2)n1.N#CBr.